Predict the reactants needed to synthesize the given product. From a dataset of Full USPTO retrosynthesis dataset with 1.9M reactions from patents (1976-2016). (1) Given the product [CH3:25][N:26]([CH3:50])[CH2:27][C:28]([NH:30][C:31]1[CH:36]=[CH:35][CH:34]=[C:33]([N:37]=[C:38]2[N:42]([CH2:43][C:47]3[O:22][CH:23]=[CH:45][CH:46]=3)[C:41](=[O:48])[C:40](=[C:49]3[N:6]([CH3:2])[C:5]4[CH:7]=[C:8]([O:11][CH3:12])[CH:9]=[CH:10][C:4]=4[S:3]3)[S:39]2)[CH:32]=1)=[O:29], predict the reactants needed to synthesize it. The reactants are: S[C:2]1[S:3][C:4]2[CH:10]=[CH:9][C:8]([O:11][CH3:12])=[CH:7][C:5]=2[N:6]=1.C1(C)C=CC(S([O:22][CH3:23])(=O)=O)=CC=1.[CH3:25][N:26]([CH3:50])[CH2:27][C:28]([NH:30][C:31]1[CH:36]=[CH:35][CH:34]=[C:33]([N:37]=[C:38]2[N:42]([C:43]3O[CH:45]=[CH:46][CH:47]=3)[C:41](=[O:48])[CH:40]([CH3:49])[S:39]2)[CH:32]=1)=[O:29]. (2) The reactants are: [NH2:1][C:2]1[CH:3]=[CH:4][C:5]([CH3:8])=[N:6][CH:7]=1.[Li+].C[Si]([N-][Si](C)(C)C)(C)C.[CH3:19][C:20]([O:23][C:24](O[C:24]([O:23][C:20]([CH3:22])([CH3:21])[CH3:19])=[O:25])=[O:25])([CH3:22])[CH3:21]. Given the product [CH3:8][C:5]1[N:6]=[CH:7][C:2]([NH:1][C:24](=[O:25])[O:23][C:20]([CH3:22])([CH3:21])[CH3:19])=[CH:3][CH:4]=1, predict the reactants needed to synthesize it. (3) Given the product [F:1][C:2]1[CH:3]=[C:4]([NH:31][C:38]([CH:37]2[CH2:36][CH2:35][NH:34][C:33]2=[O:32])=[O:39])[CH:5]=[CH:6][C:7]=1[O:8][C:9]1[C:18]2[C:13](=[CH:14][C:15]([O:21][CH2:22][CH2:23][CH2:24][N:25]3[CH2:30][CH2:29][O:28][CH2:27][CH2:26]3)=[C:16]([O:19][CH3:20])[CH:17]=2)[N:12]=[CH:11][CH:10]=1, predict the reactants needed to synthesize it. The reactants are: [F:1][C:2]1[CH:3]=[C:4]([NH2:31])[CH:5]=[CH:6][C:7]=1[O:8][C:9]1[C:18]2[C:13](=[CH:14][C:15]([O:21][CH2:22][CH2:23][CH2:24][N:25]3[CH2:30][CH2:29][O:28][CH2:27][CH2:26]3)=[C:16]([O:19][CH3:20])[CH:17]=2)[N:12]=[CH:11][CH:10]=1.[O:32]=[C:33]1[CH:37]([C:38](O)=[O:39])[CH2:36][CH2:35][NH:34]1.Cl.C(N=C=NCCCN(C)C)C.N1(O)C2C=CC=CC=2N=N1.C(N(C(C)C)C(C)C)C. (4) Given the product [CH3:1][C:2]1[C:7]([O:8][C:9]2[CH:14]=[CH:13][N:12]=[C:11]([NH:15][C:16]3[CH:17]=[C:18]([CH2:22][N:23]4[CH2:28][CH2:27][N:26]([CH2:31][CH2:32][N:33]5[CH2:37][CH2:36][NH:35][C:34]5=[O:38])[CH2:25][CH2:24]4)[CH:19]=[CH:20][CH:21]=3)[CH:10]=2)=[CH:6][CH:5]=[C:4]([CH3:29])[N:3]=1, predict the reactants needed to synthesize it. The reactants are: [CH3:1][C:2]1[C:7]([O:8][C:9]2[CH:14]=[CH:13][N:12]=[C:11]([NH:15][C:16]3[CH:21]=[CH:20][CH:19]=[C:18]([CH2:22][N:23]4[CH2:28][CH2:27][NH:26][CH2:25][CH2:24]4)[CH:17]=3)[CH:10]=2)=[CH:6][CH:5]=[C:4]([CH3:29])[N:3]=1.Cl[CH2:31][CH2:32][N:33]1[CH2:37][CH2:36][NH:35][C:34]1=[O:38].CCN(C(C)C)C(C)C. (5) The reactants are: [Br:1][C:2]1[C:7]([CH3:8])=[CH:6][C:5]([CH3:9])=[CH:4][C:3]=1[CH3:10].C1C(=O)N(Br)[C:13](=[O:14])C1.C(OOC(=O)C1C=CC=CC=1)(=O)C1C=CC=CC=1. Given the product [Br:1][C:2]1[C:7]([CH3:8])=[CH:6][C:5]([CH2:9][O:14][CH3:13])=[CH:4][C:3]=1[CH3:10], predict the reactants needed to synthesize it.